Dataset: Full USPTO retrosynthesis dataset with 1.9M reactions from patents (1976-2016). Task: Predict the reactants needed to synthesize the given product. (1) The reactants are: [OH:1][CH:2]1[CH2:7][CH2:6][N:5]([C:8]([O:10][C:11]([CH3:14])([CH3:13])[CH3:12])=[O:9])[C@H:4]([CH2:15][O:16][Si:17]([CH:24]([CH3:26])[CH3:25])([CH:21]([CH3:23])[CH3:22])[CH:18]([CH3:20])[CH3:19])[CH2:3]1.C[N+]1([O-])CCOCC1. Given the product [O:1]=[C:2]1[CH2:7][CH2:6][N:5]([C:8]([O:10][C:11]([CH3:14])([CH3:13])[CH3:12])=[O:9])[C@H:4]([CH2:15][O:16][Si:17]([CH:18]([CH3:20])[CH3:19])([CH:21]([CH3:23])[CH3:22])[CH:24]([CH3:25])[CH3:26])[CH2:3]1, predict the reactants needed to synthesize it. (2) Given the product [OH:12][CH2:8][CH2:7][CH2:6][C:5]1[CH:4]=[CH:3][C:2]([OH:1])=[CH:11][C:10]=1[OH:9], predict the reactants needed to synthesize it. The reactants are: [OH:1][C:2]1[CH:11]=[C:10]2[C:5]([CH:6]=[CH:7][C:8](=[O:12])[O:9]2)=[CH:4][CH:3]=1.[BH4-].[Li+].[Cl-].[NH4+].Cl. (3) Given the product [Cl:1][C:2]1[CH:3]=[CH:4][C:5]([S:8][C:9]2[C:17]3[C:12](=[CH:13][CH:14]=[CH:15][C:16]=3[C:18]3[CH:23]=[N:22][CH:21]=[CH:34][N:35]=3)[N:11]([CH2:24][C:25]([O:27][C:48]([CH3:54])([CH3:53])[CH3:49])=[O:26])[C:10]=2[CH3:28])=[CH:6][CH:7]=1, predict the reactants needed to synthesize it. The reactants are: [Cl:1][C:2]1[CH:7]=[CH:6][C:5]([S:8][C:9]2[C:17]3[C:12](=[CH:13][CH:14]=[CH:15][C:16]=3[C:18]3C=N[CH:21]=[N:22][CH:23]=3)[N:11]([CH2:24][C:25]([OH:27])=[O:26])[C:10]=2[CH3:28])=[CH:4][CH:3]=1.C([Sn](CCCC)(CCCC)[C:34]1C=NC=C[N:35]=1)CCC.[C:48]1([CH3:54])[CH:53]=CC=C[CH:49]=1. (4) The reactants are: C([O-])(O)=O.[Na+].Cl.[NH2:7][OH:8].O[CH2:10][CH2:11][CH2:12][C@@:13]([CH3:28])([S:24]([CH3:27])(=[O:26])=[O:25])[C:14]([O:16][CH2:17][C:18]1[CH:23]=[CH:22][CH:21]=[CH:20][CH:19]=1)=[O:15]. Given the product [OH:8][N:7]=[CH:10][CH2:11][CH2:12][C@@:13]([CH3:28])([S:24]([CH3:27])(=[O:26])=[O:25])[C:14]([O:16][CH2:17][C:18]1[CH:23]=[CH:22][CH:21]=[CH:20][CH:19]=1)=[O:15], predict the reactants needed to synthesize it. (5) Given the product [CH3:21][N:2]([CH2:3][C:4]([N:6]1[C:15]2[C:10](=[CH:11][C:12]([O:19][CH3:20])=[C:13]([NH2:16])[CH:14]=2)[CH2:9][CH2:8][CH2:7]1)=[O:5])[CH3:1], predict the reactants needed to synthesize it. The reactants are: [CH3:1][N:2]([CH3:21])[CH2:3][C:4]([N:6]1[C:15]2[C:10](=[CH:11][C:12]([O:19][CH3:20])=[C:13]([N+:16]([O-])=O)[CH:14]=2)[CH2:9][CH2:8][CH2:7]1)=[O:5].[H][H]. (6) The reactants are: [Cl:1][C:2]1[CH:7]=[CH:6][CH:5]=[C:4]([Cl:8])[C:3]=1[NH:9][C:10]1[C:11]([CH2:15][C:16]([O-:18])=[O:17])=[CH:12][S:13][CH:14]=1.[Na+].[Br:20][CH2:21][CH2:22][CH2:23][CH2:24]Br. Given the product [Br:20][CH2:21][CH2:22][CH2:23][CH2:24][O:17][C:16](=[O:18])[CH2:15][C:11]1[C:10]([NH:9][C:3]2[C:4]([Cl:8])=[CH:5][CH:6]=[CH:7][C:2]=2[Cl:1])=[CH:14][S:13][CH:12]=1, predict the reactants needed to synthesize it.